Task: Regression. Given a peptide amino acid sequence and an MHC pseudo amino acid sequence, predict their binding affinity value. This is MHC class I binding data.. Dataset: Peptide-MHC class I binding affinity with 185,985 pairs from IEDB/IMGT (1) The peptide sequence is YLDMVLAFL. The MHC is HLA-A11:01 with pseudo-sequence HLA-A11:01. The binding affinity (normalized) is 0.0847. (2) The peptide sequence is TEQFLCYAL. The MHC is HLA-B44:03 with pseudo-sequence HLA-B44:03. The binding affinity (normalized) is 0.324. (3) The peptide sequence is RRAIRGEQLLS. The MHC is Mamu-B08 with pseudo-sequence Mamu-B08. The binding affinity (normalized) is 0.623. (4) The peptide sequence is AYFATPASV. The MHC is HLA-B27:05 with pseudo-sequence HLA-B27:05. The binding affinity (normalized) is 0.0847. (5) The MHC is HLA-A11:01 with pseudo-sequence HLA-A11:01. The peptide sequence is HRTIHHASA. The binding affinity (normalized) is 0. (6) The peptide sequence is VYKVYYGNAL. The MHC is HLA-A30:02 with pseudo-sequence HLA-A30:02. The binding affinity (normalized) is 0.196. (7) The peptide sequence is IPIPSSWAI. The MHC is HLA-B51:01 with pseudo-sequence HLA-B51:01. The binding affinity (normalized) is 0.750. (8) The peptide sequence is SEAAYAKKI. The MHC is Mamu-B8301 with pseudo-sequence Mamu-B8301. The binding affinity (normalized) is 0. (9) The peptide sequence is GLSASDVDM. The MHC is HLA-A02:06 with pseudo-sequence HLA-A02:06. The binding affinity (normalized) is 0.119. (10) The peptide sequence is LFLIVAALVF. The MHC is HLA-A30:02 with pseudo-sequence HLA-A30:02. The binding affinity (normalized) is 0.135.